From a dataset of Full USPTO retrosynthesis dataset with 1.9M reactions from patents (1976-2016). Predict the reactants needed to synthesize the given product. (1) Given the product [ClH:24].[CH3:1][O:2][C:3]1[CH:4]=[C:5]([C:11]2([C:16]([O:18][CH3:19])=[O:17])[CH2:13][CH:12]2[CH2:14][NH:21][CH3:20])[CH:6]=[CH:7][C:8]=1[O:9][CH3:10], predict the reactants needed to synthesize it. The reactants are: [CH3:1][O:2][C:3]1[CH:4]=[C:5]([C:11]2([C:16]([O:18][CH3:19])=[O:17])[CH2:13][CH:12]2[CH:14]=O)[CH:6]=[CH:7][C:8]=1[O:9][CH3:10].[CH3:20][NH2:21].[BH4-].[Na+].[ClH:24]. (2) The reactants are: [NH:1]([C:8]1[N:9]([C:21]2[CH:26]=[CH:25][CH:24]=[CH:23][CH:22]=2)[C:10]2[C:15]([C:16](=[O:18])[CH:17]=1)=[CH:14][C:13](Br)=[C:12]([CH3:20])[N:11]=2)[C:2]1[CH:7]=[CH:6][CH:5]=[CH:4][CH:3]=1.C1C=CC(P(C2C=CC=CC=2)C2C=CC=CC=2)=CC=1.[C:46]([O:50][CH3:51])(=[O:49])[CH:47]=[CH2:48]. Given the product [NH:1]([C:8]1[N:9]([C:21]2[CH:26]=[CH:25][CH:24]=[CH:23][CH:22]=2)[C:10]2[N:11]=[C:12]([CH3:20])[C:13](/[CH:48]=[CH:47]/[C:46]([O:50][CH3:51])=[O:49])=[CH:14][C:15]=2[C:16](=[O:18])[CH:17]=1)[C:2]1[CH:7]=[CH:6][CH:5]=[CH:4][CH:3]=1, predict the reactants needed to synthesize it. (3) Given the product [CH3:16][N:17]([CH2:2][C:3]1[N:12]=[C:11]([OH:13])[C:10]2[CH2:9][C:8]([CH3:15])([CH3:14])[CH2:7][CH2:6][C:5]=2[N:4]=1)[CH3:18], predict the reactants needed to synthesize it. The reactants are: Cl[CH2:2][C:3]1[N:12]=[C:11]([OH:13])[C:10]2[CH2:9][C:8]([CH3:15])([CH3:14])[CH2:7][CH2:6][C:5]=2[N:4]=1.[CH3:16][NH:17][CH3:18]. (4) Given the product [CH:58]([O:57][C:55](=[O:56])[NH:3][CH:4]1[C:22](=[O:23])[N:21]2[CH:17]([CH2:18][CH:19]([O:24][C:25]3[C:34]4[C:29](=[CH:30][CH:31]=[CH:32][CH:33]=4)[CH:28]=[CH:27][N:26]=3)[CH2:20]2)[C:16](=[O:35])[NH:15][C:14]2([C:36]([NH:38][S:39]([CH:42]3[CH2:43][CH2:44]3)(=[O:40])=[O:41])=[O:37])[CH:12]([CH2:13]2)[CH:11]=[CH:10][CH2:9][CH2:8][CH2:7][CH2:6][CH2:5]1)([CH3:60])[CH3:59], predict the reactants needed to synthesize it. The reactants are: Cl.Cl.[NH2:3][CH:4]1[C:22](=[O:23])[N:21]2[CH:17]([CH2:18][CH:19]([O:24][C:25]3[C:34]4[C:29](=[CH:30][CH:31]=[CH:32][CH:33]=4)[CH:28]=[CH:27][N:26]=3)[CH2:20]2)[C:16](=[O:35])[NH:15][C:14]2([C:36]([NH:38][S:39]([CH:42]3[CH2:44][CH2:43]3)(=[O:41])=[O:40])=[O:37])[CH:12]([CH2:13]2)[CH:11]=[CH:10][CH2:9][CH2:8][CH2:7][CH2:6][CH2:5]1.CCN(C(C)C)C(C)C.Cl[C:55]([O:57][CH:58]([CH3:60])[CH3:59])=[O:56]. (5) The reactants are: Cl.[O:2]=[C:3]1[N:7]2[CH2:8][CH2:9][N:10]([C:12]([NH:14][CH2:15][CH2:16][NH:17][CH2:18][CH:19]=[CH2:20])=[O:13])[CH2:11][CH:6]2[C:5]([C:27]2[CH:32]=[CH:31][CH:30]=[CH:29][CH:28]=2)([C:21]2[CH:26]=[CH:25][CH:24]=[CH:23][CH:22]=2)[O:4]1.C(=O)([O-])O.[Na+].C(N(CC)CC)C.[C:45](OC(=O)C)(=[O:47])[CH3:46]. Given the product [C:45]([N:17]([CH2:18][CH:19]=[CH2:20])[CH2:16][CH2:15][NH:14][C:12]([N:10]1[CH2:9][CH2:8][N:7]2[C:3](=[O:2])[O:4][C:5]([C:21]3[CH:22]=[CH:23][CH:24]=[CH:25][CH:26]=3)([C:27]3[CH:32]=[CH:31][CH:30]=[CH:29][CH:28]=3)[CH:6]2[CH2:11]1)=[O:13])(=[O:47])[CH3:46], predict the reactants needed to synthesize it. (6) The reactants are: [CH:1]1[C:14]2[NH:13][C:12]3[C:7](=[CH:8][CH:9]=[CH:10][CH:11]=3)[O:6][C:5]=2[CH:4]=[CH:3][CH:2]=1.I[C:16]1[CH:21]=[CH:20][CH:19]=[CH:18][N:17]=1.C(=O)([O-])[O-].[K+].[K+].C1OCCOCCOCCOCCOCCOC1. Given the product [N:17]1[CH:18]=[CH:19][CH:20]=[CH:21][C:16]=1[C:11]1[C:12]2[NH:13][C:14]3[C:5](=[CH:4][CH:3]=[CH:2][CH:1]=3)[O:6][C:7]=2[CH:8]=[CH:9][CH:10]=1, predict the reactants needed to synthesize it. (7) Given the product [CH3:1][C:2]1[C:6]([CH:7]=[O:8])=[CH:5][N:4]([C:24]2[CH:23]=[CH:22][N:21]=[C:20]([NH:19][C:15]3[CH:14]=[C:13]4[C:18](=[CH:17][CH:16]=3)[N:10]([CH3:9])[N:11]=[CH:12]4)[N:25]=2)[CH:32]=1, predict the reactants needed to synthesize it. The reactants are: [CH3:1][C:2]1[C:6]([CH:7]=[O:8])=[CH:5][NH:4]N=1.[CH3:9][N:10]1[C:18]2[C:13](=[CH:14][C:15]([NH:19][C:20]3[N:25]=[C:24](S(C)(=O)=O)[CH:23]=[CH:22][N:21]=3)=[CH:16][CH:17]=2)[CH:12]=[N:11]1.[H-].[Na+].[CH2:32]1COCC1.